Dataset: Full USPTO retrosynthesis dataset with 1.9M reactions from patents (1976-2016). Task: Predict the reactants needed to synthesize the given product. (1) Given the product [CH2:22]([Sn:13]([N:1]=[N+:2]=[N-:3])([CH2:5][CH2:6][CH2:7][CH2:8][CH2:9][CH2:10][CH2:11][CH3:12])[CH2:14][CH2:15][CH2:16][CH2:17][CH2:18][CH2:19][CH2:20][CH3:21])[CH2:23][CH2:24][CH2:25][CH2:26][CH2:27][CH2:28][CH3:29], predict the reactants needed to synthesize it. The reactants are: [N-:1]=[N+:2]=[N-:3].[Na+].[CH2:5]([Sn:13](Cl)([CH2:22][CH2:23][CH2:24][CH2:25][CH2:26][CH2:27][CH2:28][CH3:29])[CH2:14][CH2:15][CH2:16][CH2:17][CH2:18][CH2:19][CH2:20][CH3:21])[CH2:6][CH2:7][CH2:8][CH2:9][CH2:10][CH2:11][CH3:12]. (2) Given the product [CH2:22]1[CH2:24][CH:23]1[CH2:25][O:26]/[CH:27]=[CH:1]/[C:2]1[N:3]=[C:4]2[S:21][CH:20]=[CH:19][N:5]2[C:6](=[O:18])[C:7]=1[C:8]1[CH:13]=[CH:12][C:11]([C:14]([F:17])([F:15])[F:16])=[CH:10][CH:9]=1, predict the reactants needed to synthesize it. The reactants are: [CH3:1][C:2]1[N:3]=[C:4]2[S:21][CH:20]=[CH:19][N:5]2[C:6](=[O:18])[C:7]=1[C:8]1[CH:13]=[CH:12][C:11]([C:14]([F:17])([F:16])[F:15])=[CH:10][CH:9]=1.[CH2:22]1[CH2:24][CH:23]1[CH2:25][O:26][C:27]1C=CC=CC=1C=O.[O-]CC.[Na+]. (3) Given the product [CH3:13][C:9]1[N:8]([C:5]2[N:6]=[CH:7][C:2]([NH:1][C:28](=[O:29])[CH2:27][CH2:26][C:22]3[CH:23]=[N:24][O:25][C:21]=3[C:18]3[CH:19]=[CH:20][C:15]([Cl:14])=[CH:16][CH:17]=3)=[CH:3][CH:4]=2)[CH:12]=[CH:11][N:10]=1, predict the reactants needed to synthesize it. The reactants are: [NH2:1][C:2]1[CH:3]=[CH:4][C:5]([N:8]2[CH:12]=[CH:11][N:10]=[C:9]2[CH3:13])=[N:6][CH:7]=1.[Cl:14][C:15]1[CH:20]=[CH:19][C:18]([C:21]2[O:25][N:24]=[CH:23][C:22]=2[CH2:26][CH2:27][C:28](O)=[O:29])=[CH:17][CH:16]=1.O.ON1C2C=CC=CC=2N=N1.Cl.C(N=C=NCCCN(C)C)C. (4) Given the product [Br:12][C:13]1[N:14]=[CH:15][C:16]([CH:22]=[O:23])=[CH:17][CH:18]=1, predict the reactants needed to synthesize it. The reactants are: C([Mg]Cl)CCC.C([Li])CCC.[Br:12][C:13]1[CH:18]=[CH:17][C:16](Br)=[CH:15][N:14]=1.CN(C)[CH:22]=[O:23]. (5) Given the product [F:38][C:29]1[C:30]([CH2:31][OH:32])=[CH:35][C:36]([CH3:37])=[C:27]([C:22]2[CH:21]=[C:20]3[C:25]([CH:26]=[C:17]([NH:16][C:14]([CH:11]4[CH2:13][CH2:12]4)=[O:15])[N:18]=[CH:19]3)=[CH:24][CH:23]=2)[CH:28]=1, predict the reactants needed to synthesize it. The reactants are: [H-].C([Al+]CC(C)C)C(C)C.[CH:11]1([C:14]([NH:16][C:17]2[N:18]=[CH:19][C:20]3[C:25]([CH:26]=2)=[CH:24][CH:23]=[C:22]([C:27]2[C:36]([CH3:37])=[CH:35][C:30]([C:31](OC)=[O:32])=[C:29]([F:38])[CH:28]=2)[CH:21]=3)=[O:15])[CH2:13][CH2:12]1. (6) Given the product [CH3:14][C:4]1[C:3]([CH:2]=[O:1])=[N:12][C:11]2[NH:10][C:9](=[O:13])[CH2:8][S:7][C:6]=2[CH:5]=1, predict the reactants needed to synthesize it. The reactants are: [OH:1][CH2:2][C:3]1[C:4]([CH3:14])=[CH:5][C:6]2[S:7][CH2:8][C:9](=[O:13])[NH:10][C:11]=2[N:12]=1.